From a dataset of Forward reaction prediction with 1.9M reactions from USPTO patents (1976-2016). Predict the product of the given reaction. Given the reactants [F:1][C:2]1[CH:7]=[CH:6][C:5]([N:8]2[C:11](=[O:12])[C@H:10]([S:13][CH2:14][C:15](=[O:27])[C:16]3[CH:21]=[CH:20][C:19]([CH2:22][CH2:23][CH2:24][CH2:25][CH3:26])=[CH:18][CH:17]=3)[C@H:9]2[C:28]2[CH:38]=[CH:37][C:31]([O:32][CH2:33][C:34](O)=[O:35])=[CH:30][CH:29]=2)=[CH:4][CH:3]=1.CN1CCOCC1.CN(C(ON1N=NC2C=CC=CC1=2)=[N+](C)C)C.[B-](F)(F)(F)F.[NH2:68][CH2:69][C:70]([NH:72][C@@H:73]([C:81]([OH:83])=[O:82])[CH2:74][CH:75]1[CH2:80][CH2:79][CH2:78][CH2:77][CH2:76]1)=[O:71].[BH4-].[Na+], predict the reaction product. The product is: [F:1][C:2]1[CH:7]=[CH:6][C:5]([N:8]2[C:11](=[O:12])[C@H:10]([S:13][CH2:14][CH:15]([OH:27])[C:16]3[CH:21]=[CH:20][C:19]([CH2:22][CH2:23][CH2:24][CH2:25][CH3:26])=[CH:18][CH:17]=3)[C@H:9]2[C:28]2[CH:29]=[CH:30][C:31]([O:32][CH2:33][C:34]([NH:68][CH2:69][C:70]([NH:72][C@@H:73]([C:81]([OH:83])=[O:82])[CH2:74][CH:75]3[CH2:80][CH2:79][CH2:78][CH2:77][CH2:76]3)=[O:71])=[O:35])=[CH:37][CH:38]=2)=[CH:4][CH:3]=1.